This data is from Catalyst prediction with 721,799 reactions and 888 catalyst types from USPTO. The task is: Predict which catalyst facilitates the given reaction. Product: [CH3:29][O:30][CH2:31][CH2:32][NH:33][C:12]([C:10]1[CH:9]=[CH:8][C:7]2[N:3]([CH2:1][CH3:2])[C:4]([NH:15][C:16]3[S:17][C:18]4[CH:24]=[C:23]([C:25]([F:28])([F:27])[F:26])[CH:22]=[CH:21][C:19]=4[N:20]=3)=[N:5][C:6]=2[CH:11]=1)=[O:14]. The catalyst class is: 3. Reactant: [CH2:1]([N:3]1[C:7]2[CH:8]=[CH:9][C:10]([C:12]([OH:14])=O)=[CH:11][C:6]=2[N:5]=[C:4]1[NH:15][C:16]1[S:17][C:18]2[CH:24]=[C:23]([C:25]([F:28])([F:27])[F:26])[CH:22]=[CH:21][C:19]=2[N:20]=1)[CH3:2].[CH3:29][O:30][CH2:31][CH2:32][NH2:33].CN(C(ON1N=NC2C=CC=CC1=2)=[N+](C)C)C.F[P-](F)(F)(F)(F)F.CCN(C(C)C)C(C)C.